From a dataset of Reaction yield outcomes from USPTO patents with 853,638 reactions. Predict the reaction yield, written as a fraction of the theoretical maximum amount of product (1.0 means a 100% yield; for example, 0.34 means a 34% yield). The reactants are [CH3:1][C:2]1[CH:3]=[C:4]([NH:17][C:18]2[N:23]=[C:22]([C:24]([F:27])([F:26])[F:25])[CH:21]=[CH:20][N:19]=2)[CH:5]=[C:6](B2OC(C)(C)C(C)(C)O2)[CH:7]=1.Br[C:29]1[S:33][C:32]([C:34]2([C:40]#[N:41])[CH2:39][CH2:38][CH2:37][CH2:36][CH2:35]2)=[N:31][CH:30]=1.C(=O)([O-])[O-].[Cs+].[Cs+].CC(C1C=C(C(C)C)C(C2C=CC=CC=2P(C2CCCCC2)C2CCCCC2)=C(C(C)C)C=1)C. The catalyst is CCOC(C)=O.C1C=CC(/C=C/C(/C=C/C2C=CC=CC=2)=O)=CC=1.C1C=CC(/C=C/C(/C=C/C2C=CC=CC=2)=O)=CC=1.C1C=CC(/C=C/C(/C=C/C2C=CC=CC=2)=O)=CC=1.[Pd].[Pd]. The product is [CH3:1][C:2]1[CH:7]=[C:6]([C:29]2[S:33][C:32]([C:34]3([C:40]#[N:41])[CH2:39][CH2:38][CH2:37][CH2:36][CH2:35]3)=[N:31][CH:30]=2)[CH:5]=[C:4]([NH:17][C:18]2[N:23]=[C:22]([C:24]([F:27])([F:25])[F:26])[CH:21]=[CH:20][N:19]=2)[CH:3]=1. The yield is 0.820.